Dataset: Reaction yield outcomes from USPTO patents with 853,638 reactions. Task: Predict the reaction yield, written as a fraction of the theoretical maximum amount of product (1.0 means a 100% yield; for example, 0.34 means a 34% yield). The product is [O:16]1[CH:17]=[CH:18][CH:19]=[C:15]1[C:10]1[N:11]=[C:12]([N:14]=[C:20]=[O:21])[S:13][C:9]=1[C:7]([C:2]1[CH:3]=[CH:4][CH:5]=[CH:6][N:1]=1)=[O:8]. The yield is 0.610. The catalyst is ClCCl. The reactants are [N:1]1[CH:6]=[CH:5][CH:4]=[CH:3][C:2]=1[C:7]([C:9]1[S:13][C:12]([NH2:14])=[N:11][C:10]=1[C:15]1[O:16][CH:17]=[CH:18][CH:19]=1)=[O:8].[C:20](N1C=CN=C1)(N1C=CN=C1)=[O:21].CCCCCC.